This data is from Full USPTO retrosynthesis dataset with 1.9M reactions from patents (1976-2016). The task is: Predict the reactants needed to synthesize the given product. (1) Given the product [C:1]([O:5][C:6](=[O:7])[NH:8][C:9]1[C:18]2[C:13](=[CH:14][CH:15]=[CH:16][CH:17]=2)[C:12]([O:19][CH2:27][CH2:28][Cl:29])=[CH:11][CH:10]=1)([CH3:4])([CH3:2])[CH3:3], predict the reactants needed to synthesize it. The reactants are: [C:1]([O:5][C:6]([NH:8][C:9]1[C:18]2[C:13](=[CH:14][CH:15]=[CH:16][CH:17]=2)[C:12]([OH:19])=[CH:11][CH:10]=1)=[O:7])([CH3:4])([CH3:3])[CH3:2].C(=O)([O-])[O-].[K+].[K+].Br[CH2:27][CH2:28][Cl:29].C(OCC)(=O)C. (2) Given the product [CH2:8]([O:15][C@H:16]1[C@@H:21]([NH:22][C:23]([C:25]2[NH:26][CH:27]=[CH:28][N:29]=2)=[O:24])[CH2:20][CH2:19][N:18]([C:47]2[S:48][C:49]([C:52]([O:54][CH2:55][CH3:56])=[O:53])=[CH:50][N:51]=2)[CH2:17]1)[C:9]1[CH:10]=[CH:11][CH:12]=[CH:13][CH:14]=1, predict the reactants needed to synthesize it. The reactants are: Cl.C(OCC)(=O)C.[CH2:8]([O:15][C@H:16]1[C@@H:21]([NH:22][C:23]([C:25]2[NH:26][CH:27]=[CH:28][N:29]=2)=[O:24])[CH2:20][CH2:19][N:18](C(OC(C)(C)C)=O)[CH2:17]1)[C:9]1[CH:14]=[CH:13][CH:12]=[CH:11][CH:10]=1.C(N(C(C)C)CC)(C)C.Br[C:47]1[S:48][C:49]([C:52]([O:54][CH2:55][CH3:56])=[O:53])=[CH:50][N:51]=1.Cl. (3) Given the product [CH2:1]([C:4]1[CH:9]=[CH:8][C:7]([OH:10])=[C:6]([CH3:11])[CH:5]=1)[CH3:2], predict the reactants needed to synthesize it. The reactants are: [C:1]([C:4]1[CH:9]=[CH:8][C:7]([OH:10])=[C:6]([CH3:11])[CH:5]=1)(=O)[CH3:2]. (4) Given the product [CH:18]1([CH2:17][CH:8]([C:5]2[CH:4]=[CH:3][C:2]([NH:1][C:33](=[O:40])[C:34]3[CH:39]=[CH:38][CH:37]=[N:36][CH:35]=3)=[CH:7][CH:6]=2)[C:9](=[O:10])[NH:11][C:12]2[S:13][CH:14]=[CH:15][N:16]=2)[CH2:22][CH2:21][CH2:20][CH2:19]1, predict the reactants needed to synthesize it. The reactants are: [NH2:1][C:2]1[CH:7]=[CH:6][C:5]([CH:8]([CH2:17][CH:18]2[CH2:22][CH2:21][CH2:20][CH2:19]2)[C:9]([NH:11][C:12]2[S:13][CH:14]=[CH:15][N:16]=2)=[O:10])=[CH:4][CH:3]=1.C(N(CC)C(C)C)(C)C.Cl.[C:33](Cl)(=[O:40])[C:34]1[CH:39]=[CH:38][CH:37]=[N:36][CH:35]=1.